This data is from Full USPTO retrosynthesis dataset with 1.9M reactions from patents (1976-2016). The task is: Predict the reactants needed to synthesize the given product. (1) The reactants are: CC(C)([O-])C.[Na+].[CH:7]1([CH2:10][CH2:11][OH:12])[CH2:9][CH2:8]1.Cl[C:14]1[N:22]=[C:21]2[C:17]([N:18]=[CH:19][N:20]2[CH:23]2[CH2:28][CH2:27][CH2:26][CH2:25][O:24]2)=[C:16]([NH2:29])[N:15]=1.O. Given the product [CH:7]1([CH2:10][CH2:11][O:12][C:14]2[N:22]=[C:21]3[C:17]([N:18]=[CH:19][N:20]3[CH:23]3[CH2:28][CH2:27][CH2:26][CH2:25][O:24]3)=[C:16]([NH2:29])[N:15]=2)[CH2:9][CH2:8]1, predict the reactants needed to synthesize it. (2) Given the product [CH:19]1([NH:25][C:3]2[CH:4]=[C:5]([NH:9][C:10]3[CH:15]=[CH:14][CH:13]=[C:12]([N+:16]([O-:18])=[O:17])[CH:11]=3)[N:6]=[CH:7][N:8]=2)[CH2:24][CH2:23][CH2:22][CH2:21][CH2:20]1, predict the reactants needed to synthesize it. The reactants are: Cl.Cl[C:3]1[N:8]=[CH:7][N:6]=[C:5]([NH:9][C:10]2[CH:15]=[CH:14][CH:13]=[C:12]([N+:16]([O-:18])=[O:17])[CH:11]=2)[CH:4]=1.[CH:19]1([NH2:25])[CH2:24][CH2:23][CH2:22][CH2:21][CH2:20]1.CCN(C(C)C)C(C)C. (3) Given the product [CH3:35][C:36]1([CH3:50])[O:40][C@@H:39]([CH2:41][O:42][C:43]2[CH:48]=[C:47]([NH:49][C:24]([N:14]3[C@@H:15]4[CH2:19][N:18]([CH2:17][CH2:16]4)[C:12]4[CH:11]=[CH:10][C:9]([C:5]5[CH:6]=[CH:7][CH:8]=[C:3]([C:2]([F:21])([F:1])[F:22])[CH:4]=5)=[N:20][C:13]3=4)=[O:26])[CH:46]=[CH:45][N:44]=2)[CH2:38][O:37]1, predict the reactants needed to synthesize it. The reactants are: [F:1][C:2]([F:22])([F:21])[C:3]1[CH:4]=[C:5]([C:9]2[CH:10]=[CH:11][C:12]3[N:18]4[CH2:19][C@H:15]([CH2:16][CH2:17]4)[NH:14][C:13]=3[N:20]=2)[CH:6]=[CH:7][CH:8]=1.Cl[C:24](Cl)([O:26]C(=O)OC(Cl)(Cl)Cl)Cl.[CH3:35][C:36]1([CH3:50])[O:40][C@@H:39]([CH2:41][O:42][C:43]2[CH:48]=[C:47]([NH2:49])[CH:46]=[CH:45][N:44]=2)[CH2:38][O:37]1. (4) Given the product [NH4+:1].[OH-:11].[CH3:12][C:4]12[C:5](=[O:11])[NH:6][C:7]3[C:3]1=[C:2]([CH:10]=[CH:9][CH:8]=3)[NH:1][C:14](=[O:16])[CH2:13]2, predict the reactants needed to synthesize it. The reactants are: [NH2:1][C:2]1[CH:10]=[CH:9][CH:8]=[C:7]2[C:3]=1[C:4]([CH2:13][C:14]([O:16]CC)=O)([CH3:12])[C:5](=[O:11])[NH:6]2. (5) Given the product [C:10]([O:9][CH2:1][CH2:2][CH2:3][CH2:4][CH2:5][CH2:6][CH2:7][CH3:8])(=[O:16])[CH3:11], predict the reactants needed to synthesize it. The reactants are: [CH2:1]([OH:9])[CH2:2][CH2:3][CH2:4][CH2:5][CH2:6][CH2:7][CH3:8].[C:10](O)(=[O:16])[CH2:11]CCCC. (6) Given the product [NH2:10][CH:11]([C:14]1([C:31]2[CH:32]=[CH:33][C:34]([O:37][CH3:38])=[CH:35][CH:36]=2)[CH2:19][CH2:18][CH:17]([NH:20][C:21]2[CH:22]=[C:23]3[C:28](=[CH:29][CH:30]=2)[CH:27]=[N:26][CH:25]=[CH:24]3)[CH2:16][CH2:15]1)[CH2:12][CH3:13], predict the reactants needed to synthesize it. The reactants are: C(OC(=O)[NH:10][CH:11]([C:14]1([C:31]2[CH:36]=[CH:35][C:34]([O:37][CH3:38])=[CH:33][CH:32]=2)[CH2:19][CH2:18][CH:17]([NH:20][C:21]2[CH:22]=[C:23]3[C:28](=[CH:29][CH:30]=2)[CH:27]=[N:26][CH:25]=[CH:24]3)[CH2:16][CH2:15]1)[CH2:12][CH3:13])C1C=CC=CC=1. (7) Given the product [CH2:1]([C:8]1[C:9]([CH3:23])=[N:10][C:11]2[N:12]([N:15]=[CH:16][C:17]=2[C:18]([O:20][CH2:21][CH3:22])=[O:19])[CH:13]=1)[C:2]1[CH:3]=[CH:4][CH:5]=[CH:6][CH:7]=1, predict the reactants needed to synthesize it. The reactants are: [CH2:1]([C:8]1[C:9]([CH3:23])=[N:10][C:11]2[N:12]([N:15]=[CH:16][C:17]=2[C:18]([O:20][CH2:21][CH3:22])=[O:19])[C:13]=1Cl)[C:2]1[CH:7]=[CH:6][CH:5]=[CH:4][CH:3]=1.CC([O-])=O.[Na+].